This data is from Reaction yield outcomes from USPTO patents with 853,638 reactions. The task is: Predict the reaction yield, written as a fraction of the theoretical maximum amount of product (1.0 means a 100% yield; for example, 0.34 means a 34% yield). (1) The reactants are [NH:1]1[C:9]2[C:4](=[CH:5][CH:6]=[CH:7][CH:8]=2)[C:3]([CH2:10][C:11]#[N:12])=[CH:2]1.[CH3:13][C:14]1[CH:19]=[C:18]([CH3:20])[CH:17]=[C:16]([N+:21]([O-:23])=[O:22])[C:15]=1[S:24]([N@:27]1[CH2:29][CH:28]1[CH3:30])(=[O:26])=[O:25].[H-].[Na+]. The catalyst is CN(C=O)C.[Cl-].[NH4+]. The product is [C:11]([CH2:10][C:3]1[C:4]2[C:9](=[CH:8][CH:7]=[CH:6][CH:5]=2)[N:1]([CH2:30][C@@H:28]([NH:27][S:24]([C:15]2[C:16]([N+:21]([O-:23])=[O:22])=[CH:17][C:18]([CH3:20])=[CH:19][C:14]=2[CH3:13])(=[O:26])=[O:25])[CH3:29])[CH:2]=1)#[N:12]. The yield is 0.654. (2) The catalyst is CCCCO. The reactants are [F:1][C:2]1[CH:8]=[C:7]([O:9][CH:10]2[CH2:15][CH2:14][N:13]([CH3:16])[CH2:12][CH2:11]2)[CH:6]=[CH:5][C:3]=1[NH2:4].Cl[C:18]1[N:27]=[CH:26][C:25]2[C:20](=[C:21]([C:28]3[CH:29]=[C:30]([NH:34][C:35](=[O:38])[CH:36]=[CH2:37])[CH:31]=[CH:32][CH:33]=3)[CH:22]=[CH:23][CH:24]=2)[N:19]=1.C(O)(C(F)(F)F)=O. The product is [F:1][C:2]1[CH:8]=[C:7]([O:9][CH:10]2[CH2:15][CH2:14][N:13]([CH3:16])[CH2:12][CH2:11]2)[CH:6]=[CH:5][C:3]=1[NH:4][C:18]1[N:27]=[CH:26][C:25]2[C:20](=[C:21]([C:28]3[CH:29]=[C:30]([NH:34][C:35](=[O:38])[CH:36]=[CH2:37])[CH:31]=[CH:32][CH:33]=3)[CH:22]=[CH:23][CH:24]=2)[N:19]=1. The yield is 0.180. (3) The reactants are [OH:1][CH2:2][CH2:3][NH:4][C:5](=[O:9])[C:6]([NH2:8])=[O:7].Cl.N[C@H]1[CH2:16][O:15][CH2:14][C@@H]1O. The catalyst is C(N(CC)CC)C. The product is [OH:1][C@H:2]1[CH2:16][O:15][CH2:14][C@@H:3]1[NH:4][C:5](=[O:9])[C:6]([NH2:8])=[O:7]. The yield is 0.650. (4) The yield is 0.170. The reactants are [O-]CC.[Na+].C([C:7](CC)([C:11]([O-:13])=O)[C:8]([O-:10])=O)C.Cl.[Cl:17][C:18]1[CH:23]=[CH:22][CH:21]=[CH:20][C:19]=1[NH:24][NH2:25]. The catalyst is C(O)C. The product is [Cl:17][C:18]1[CH:23]=[CH:22][CH:21]=[CH:20][C:19]=1[N:24]1[C:8](=[O:10])[CH2:7][C:11](=[O:13])[NH:25]1. (5) The reactants are [Br:1][C:2]1[CH:7]=[CH:6][C:5]([CH2:8][O:9][Si:10]([C:13]([CH3:16])([CH3:15])[CH3:14])([CH3:12])[CH3:11])=[C:4](F)[CH:3]=1.[Li]CCCC.CCCCCC.CN([CH:32]=[O:33])C. The catalyst is C1COCC1. The product is [Br:1][C:2]1[CH:7]=[CH:6][C:5]([CH2:8][O:9][Si:10]([C:13]([CH3:16])([CH3:15])[CH3:14])([CH3:12])[CH3:11])=[C:4]([CH2:32][OH:33])[CH:3]=1. The yield is 0.260. (6) The reactants are [C:1]([C:3]1[CH:12]=[CH:11][C:6]([C:7]([O:9][CH3:10])=[O:8])=[CH:5][CH:4]=1)#[N:2].P(S)(OCC)(OCC)=[S:14]. The catalyst is O. The product is [NH2:2][C:1]([C:3]1[CH:12]=[CH:11][C:6]([C:7]([O:9][CH3:10])=[O:8])=[CH:5][CH:4]=1)=[S:14]. The yield is 0.980. (7) The catalyst is C1COCC1.CN(C1C=CN=CC=1)C.C(OCC)(=O)C.O. The yield is 0.750. The reactants are [NH2:1][C:2]1([C:6]2[CH:11]=[CH:10][C:9]([C:12]3[O:21][C:15]4[C:16](=[O:20])[NH:17][CH:18]=[CH:19][C:14]=4[C:13]=3[C:22]3[CH:27]=[CH:26][CH:25]=[CH:24][CH:23]=3)=[CH:8][CH:7]=2)[CH2:5][CH2:4][CH2:3]1.[C:28]([O:32][C:33](O[C:33]([O:32][C:28]([CH3:31])([CH3:30])[CH3:29])=[O:34])=[O:34])([CH3:31])([CH3:30])[CH3:29]. The product is [O:20]=[C:16]1[C:15]2[O:21][C:12]([C:9]3[CH:8]=[CH:7][C:6]([C:2]4([NH:1][C:33](=[O:34])[O:32][C:28]([CH3:31])([CH3:30])[CH3:29])[CH2:3][CH2:4][CH2:5]4)=[CH:11][CH:10]=3)=[C:13]([C:22]3[CH:27]=[CH:26][CH:25]=[CH:24][CH:23]=3)[C:14]=2[CH:19]=[CH:18][NH:17]1. (8) The reactants are [C:1]1([CH2:7][CH2:8][NH2:9])[CH:6]=[CH:5][CH:4]=[CH:3][CH:2]=1.[C:10](Cl)(=[O:12])[CH3:11].O. The catalyst is C(Cl)Cl. The product is [CH2:8]([NH:9][C:10](=[O:12])[CH3:11])[CH2:7][C:1]1[CH:6]=[CH:5][CH:4]=[CH:3][CH:2]=1. The yield is 0.900.